From a dataset of Forward reaction prediction with 1.9M reactions from USPTO patents (1976-2016). Predict the product of the given reaction. (1) Given the reactants [CH:1]1([N:6]2[CH2:11][CH2:10][NH:9][CH2:8][CH2:7]2)[CH2:5][CH2:4][CH2:3][CH2:2]1.[Cl:12][C:13]1[N:18]=[N:17][C:16]([C:19]2[CH:24]=[CH:23][C:22]([Cl:25])=[CH:21][CH:20]=2)=[C:15]([CH3:26])[CH:14]=1, predict the reaction product. The product is: [ClH:12].[Cl:25][C:22]1[CH:21]=[CH:20][C:19]([C:16]2[N:17]=[N:18][C:13]([N:9]3[CH2:8][CH2:7][N:6]([CH:1]4[CH2:2][CH2:3][CH2:4][CH2:5]4)[CH2:11][CH2:10]3)=[CH:14][C:15]=2[CH3:26])=[CH:24][CH:23]=1. (2) The product is: [CH:1]1([CH:7]([NH:19][C:20]2[CH:21]=[CH:22][C:23]([C:26]([N:28]([CH3:36])[CH2:29][CH2:30][C:31]([O:33][CH2:34][CH3:35])=[O:32])=[O:27])=[CH:24][CH:25]=2)[C:8]2[O:9][C:10]3[CH:17]=[CH:16][C:15]([O:18][CH2:43][C:40]4[CH:41]=[CH:42][N:37]=[CH:38][CH:39]=4)=[CH:14][C:11]=3[C:12]=2[CH3:13])[CH2:6][CH2:5][CH2:4][CH2:3][CH2:2]1. Given the reactants [CH:1]1([CH:7]([NH:19][C:20]2[CH:25]=[CH:24][C:23]([C:26]([N:28]([CH3:36])[CH2:29][CH2:30][C:31]([O:33][CH2:34][CH3:35])=[O:32])=[O:27])=[CH:22][CH:21]=2)[C:8]2[O:9][C:10]3[CH:17]=[CH:16][C:15]([OH:18])=[CH:14][C:11]=3[C:12]=2[CH3:13])[CH2:6][CH2:5][CH2:4][CH2:3][CH2:2]1.[N:37]1[CH:42]=[CH:41][C:40]([CH2:43]O)=[CH:39][CH:38]=1.C(P(CCCC)CCCC)CCC.N(C(N1CCCCC1)=O)=NC(N1CCCCC1)=O, predict the reaction product. (3) Given the reactants [Cl:1][C:2]1[C:3](F)=[N:4][CH:5]=[C:6]([Cl:8])[CH:7]=1.[Cl:10][C:11]1[CH:12]=[C:13]([CH:19]=[CH:20][C:21]=1[S:22](=[O:36])(=[O:35])[NH:23][CH2:24][C:25]1[CH:26]=[C:27]2[C:31](=[CH:32][CH:33]=1)[N:30]([CH3:34])[CH:29]=[CH:28]2)[C:14]([O:16][CH2:17][CH3:18])=[O:15], predict the reaction product. The product is: [Cl:10][C:11]1[CH:12]=[C:13]([CH:19]=[CH:20][C:21]=1[S:22](=[O:36])(=[O:35])[N:23]([C:3]1[C:2]([Cl:1])=[CH:7][C:6]([Cl:8])=[CH:5][N:4]=1)[CH2:24][C:25]1[CH:26]=[C:27]2[C:31](=[CH:32][CH:33]=1)[N:30]([CH3:34])[CH:29]=[CH:28]2)[C:14]([O:16][CH2:17][CH3:18])=[O:15]. (4) Given the reactants [CH2:1]([C:8]1(Br)[CH2:10][C:9]1(Br)[Br:11])[C:2]1[CH:7]=[CH:6][CH:5]=[CH:4][CH:3]=1.C(OP([O-])OCC)C.C(N(CC)CC)C, predict the reaction product. The product is: [CH2:1]([C:8]1[CH2:10][C:9]=1[Br:11])[C:2]1[CH:7]=[CH:6][CH:5]=[CH:4][CH:3]=1. (5) Given the reactants [OH:1][CH2:2][CH2:3][C:4]1[N:8]([CH2:9][C:10]2[CH:17]=[CH:16][C:13]([C:14]#[N:15])=[CH:12][CH:11]=2)[CH:7]=[N:6][CH:5]=1.O[C:19]1[C:20]([CH2:30][S:31]([CH:34]([CH3:36])[CH3:35])(=[O:33])=[O:32])=[C:21]2[C:26](=[CH:27][CH:28]=1)[C:25](=[O:29])[CH2:24][CH2:23][CH2:22]2.C1(P(C2C=CC=CC=2)C2C=CC=CC=2)C=CC=CC=1.N(C(OC(C)C)=O)=NC(OC(C)C)=O, predict the reaction product. The product is: [CH:34]([S:31]([CH2:30][C:20]1[C:21]2[CH2:22][CH2:23][CH2:24][C:25](=[O:29])[C:26]=2[CH:27]=[CH:28][C:19]=1[O:1][CH2:2][CH2:3][C:4]1[N:8]([CH2:9][C:10]2[CH:17]=[CH:16][C:13]([C:14]#[N:15])=[CH:12][CH:11]=2)[CH:7]=[N:6][CH:5]=1)(=[O:33])=[O:32])([CH3:36])[CH3:35]. (6) Given the reactants C([O:3][C:4]([C:6]1([C:9]2[CH:14]=[CH:13][C:12]([C:15]3[CH:20]=[CH:19][C:18]([C:21]4[S:22][C:23]([F:39])=[CH:24][C:25]=4[NH:26][C:27]([O:29][C@@H:30]([C:32]4[CH:37]=[CH:36][CH:35]=[CH:34][C:33]=4[CH3:38])[CH3:31])=[O:28])=[CH:17][C:16]=3[O:40][CH3:41])=[CH:11][CH:10]=2)[CH2:8][CH2:7]1)=[O:5])C.O1CCCC1.[OH-].[Na+].Cl, predict the reaction product. The product is: [F:39][C:23]1[S:22][C:21]([C:18]2[CH:19]=[CH:20][C:15]([C:12]3[CH:13]=[CH:14][C:9]([C:6]4([C:4]([OH:5])=[O:3])[CH2:7][CH2:8]4)=[CH:10][CH:11]=3)=[C:16]([O:40][CH3:41])[CH:17]=2)=[C:25]([NH:26][C:27]([O:29][C@@H:30]([C:32]2[CH:37]=[CH:36][CH:35]=[CH:34][C:33]=2[CH3:38])[CH3:31])=[O:28])[CH:24]=1. (7) Given the reactants Cl.[C:2]([C:5]12[CH2:12][CH2:11][C:8]([CH2:13][NH2:14])([CH2:9][CH2:10]1)[CH2:7][CH2:6]2)([OH:4])=[O:3].O.[CH3:16][C:17]([O:20][C:21](ON=C(C1C=CC=CC=1)C#N)=[O:22])([CH3:19])[CH3:18], predict the reaction product. The product is: [C:21]([CH:6]1[CH2:7][C:8]2([CH2:13][NH2:14])[CH2:11][CH2:12][C:5]1([C:2]([OH:4])=[O:3])[CH2:10][CH2:9]2)([O:20][C:17]([CH3:19])([CH3:18])[CH3:16])=[O:22].